Task: Predict the product of the given reaction.. Dataset: Forward reaction prediction with 1.9M reactions from USPTO patents (1976-2016) (1) The product is: [CH3:24][C@@H:19]1[O:20][C@H:21]([CH3:23])[CH2:22][N:17]([C:6]2[N:5]=[C:4]3[C:9]([N:10]=[C:2]([C:32]4[CH:33]=[C:28]([OH:27])[CH:29]=[CH:30][CH:31]=4)[NH:3]3)=[C:8]([N:11]3[CH2:16][CH2:15][O:14][CH2:13][CH2:12]3)[N:7]=2)[CH2:18]1. Given the reactants Br[C:2]1[NH:3][C:4]2[C:9]([N:10]=1)=[C:8]([N:11]1[CH2:16][CH2:15][O:14][CH2:13][CH2:12]1)[N:7]=[C:6]([N:17]1[CH2:22][C@@H:21]([CH3:23])[O:20][C@@H:19]([CH3:24])[CH2:18]1)[N:5]=2.[F-].[Cs+].[OH:27][C:28]1[CH:29]=[C:30](B(O)O)[CH:31]=[CH:32][CH:33]=1, predict the reaction product. (2) Given the reactants [CH2:1]([NH:3][C:4]1[C:9]([CH2:10][C:11]2[CH:16]=[C:15]([O:17][CH3:18])[C:14]([O:19][CH3:20])=[CH:13][C:12]=2[CH:21]([CH3:23])[CH3:22])=[CH:8][N:7]=[C:6](SC)[N:5]=1)[CH3:2].O.[CH2:27]1COCC1.O[O:33][S:34]([O-:36])=O.[K+], predict the reaction product. The product is: [CH2:1]([NH:3][C:4]1[C:9]([CH2:10][C:11]2[CH:16]=[C:15]([O:17][CH3:18])[C:14]([O:19][CH3:20])=[CH:13][C:12]=2[CH:21]([CH3:22])[CH3:23])=[CH:8][N:7]=[C:6]([S:34]([CH3:27])(=[O:36])=[O:33])[N:5]=1)[CH3:2]. (3) Given the reactants [NH2:1][CH2:2][C:3]1[C:4]([F:20])=[C:5]([O:10][C:11]2[CH:12]=[C:13]([CH:16]=[C:17](Br)[CH:18]=2)[C:14]#[N:15])[C:6]([Cl:9])=[CH:7][CH:8]=1.[CH2:21]([Sn](CCCC)(CCCC)CCCC)[CH:22]=[CH2:23], predict the reaction product. The product is: [NH2:1][CH2:2][C:3]1[C:4]([F:20])=[C:5]([O:10][C:11]2[CH:12]=[C:13]([CH:16]=[C:17]([CH2:23][CH:22]=[CH2:21])[CH:18]=2)[C:14]#[N:15])[C:6]([Cl:9])=[CH:7][CH:8]=1.